Dataset: Catalyst prediction with 721,799 reactions and 888 catalyst types from USPTO. Task: Predict which catalyst facilitates the given reaction. (1) Reactant: [I:1][C:2]1[CH:3]=[N:4][N:5]([C:7]([O:9]C2C=CC=CC=2)=O)[CH:6]=1.[ClH:16].Cl.[NH2:18][C@@H:19]1[CH:24]2[CH2:25][CH2:26][N:21]([CH2:22][CH2:23]2)[CH2:20]1.CCN(C(C)C)C(C)C. Product: [ClH:16].[N:21]12[CH2:26][CH2:25][CH:24]([CH2:23][CH2:22]1)[C@@H:19]([NH:18][C:7]([N:5]1[CH:6]=[C:2]([I:1])[CH:3]=[N:4]1)=[O:9])[CH2:20]2. The catalyst class is: 3. (2) Reactant: [CH3:1][C:2]1[N:6]2[CH:7]=[CH:8][C:9]3[CH2:10][CH2:11][CH2:12][CH2:13][C:14]=3[C:5]2=[N:4][C:3]=1[C:15](OCC)=[O:16].[H-].[H-].[H-].[H-].[Li+].[Al+3].O.O.O.O.O.O.O.O.O.O.S([O-])([O-])(=O)=O.[Na+].[Na+]. Product: [CH3:1][C:2]1[N:6]2[CH:7]=[CH:8][C:9]3[CH2:10][CH2:11][CH2:12][CH2:13][C:14]=3[C:5]2=[N:4][C:3]=1[CH2:15][OH:16]. The catalyst class is: 1. (3) Reactant: O.O.O.O.O.O.[N+]([O-])([O-])=O.[Ni+2:11].[N+]([O-])([O-])=O.Cl.[CH2:17]([N:24]1[CH2:46][CH2:45][CH2:44][C@H:25]1[C:26]([NH:28][C:29]1[CH:42]=[CH:41][C:40]([Cl:43])=[CH:39][C:30]=1[C:31]([C:33]1[CH:38]=[CH:37][CH:36]=[CH:35][CH:34]=1)=[O:32])=[O:27])[C:18]1[CH:23]=[CH:22][CH:21]=[CH:20][CH:19]=1.[NH2:47][CH2:48][C:49]([OH:51])=[O:50].C[O-].[Na+].CO. Product: [Ni:11].[CH2:17]([N:24]1[CH2:46][CH2:45][CH2:44][C@H:25]1[C:26]([NH:28][C:29]1[CH:42]=[CH:41][C:40]([Cl:43])=[CH:39][C:30]=1[C:31]([C:33]1[CH:38]=[CH:37][CH:36]=[CH:35][CH:34]=1)=[O:32])=[O:27])[C:18]1[CH:19]=[CH:20][CH:21]=[CH:22][CH:23]=1.[NH2:47][CH2:48][C:49]([OH:51])=[O:50]. The catalyst class is: 24.